This data is from Full USPTO retrosynthesis dataset with 1.9M reactions from patents (1976-2016). The task is: Predict the reactants needed to synthesize the given product. (1) Given the product [N:25]([CH2:24][CH2:23][O:22][CH2:21][CH2:20][O:19][CH2:18][CH2:17][O:16][CH2:15][CH2:14][NH:13][C:12]([CH2:11][CH2:10][C@H:2]([NH:1][C:29]([C:32]1[CH:40]=[CH:81][C:80]([N:76]([C:83]([O:86][CH2:87][C:88]2[CH:63]=[CH:64][CH:59]=[CH:60][CH:61]=2)=[O:85])[CH3:77])=[CH:82][CH:33]=1)=[O:30])[C:3]([O:5][C:6]([CH3:7])([CH3:8])[CH3:9])=[O:4])=[O:28])=[N+:26]=[N-:27], predict the reactants needed to synthesize it. The reactants are: [NH2:1][C@H:2]([CH2:10][CH2:11][C:12](=[O:28])[NH:13][CH2:14][CH2:15][O:16][CH2:17][CH2:18][O:19][CH2:20][CH2:21][O:22][CH2:23][CH2:24][N:25]=[N+:26]=[N-:27])[C:3]([O:5][C:6]([CH3:9])([CH3:8])[CH3:7])=[O:4].[C:29]([C:32]1[CH:40]=[CH:40][C:32]([C:29](O)=[O:30])=[C:33](NCCC2C=CC=CC=2)[CH:33]=1)(O)=[O:30].CN(C(ON1N=N[C:60]2[CH:61]=C[CH:63]=[CH:64][C:59]1=2)=[N+](C)C)C.F[P-](F)(F)(F)(F)F.CC[N:76]([CH:80]([CH3:82])[CH3:81])[CH:77](C)C.[C:83]([O:86][CH2:87][CH3:88])(=[O:85])C. (2) Given the product [CH3:24][C:7]1[N:6]=[C:5]([S:2][CH3:1])[CH:10]=[C:9]([Sn:11]([CH2:20][CH2:21][CH2:22][CH3:23])([CH2:16][CH2:17][CH2:18][CH3:19])[CH2:12][CH2:13][CH2:14][CH3:15])[N:8]=1, predict the reactants needed to synthesize it. The reactants are: [CH3:1][S-:2].[Na+].Cl[C:5]1[CH:10]=[C:9]([Sn:11]([CH2:20][CH2:21][CH2:22][CH3:23])([CH2:16][CH2:17][CH2:18][CH3:19])[CH2:12][CH2:13][CH2:14][CH3:15])[N:8]=[C:7]([CH3:24])[N:6]=1. (3) Given the product [Cl:1][C:2]1[CH:3]=[C:4]([CH:5]=[C:6]([O:8][C:9]2[CH:14]=[N:13][CH:12]=[N:11][CH:10]=2)[CH:7]=1)[NH2:15], predict the reactants needed to synthesize it. The reactants are: [Cl:1][C:2]1[CH:3]=[C:4]([NH:15]C(=O)OC(C)(C)C)[CH:5]=[C:6]([O:8][C:9]2[CH:10]=[N:11][CH:12]=[N:13][CH:14]=2)[CH:7]=1.[OH-].[Na+]. (4) The reactants are: [F:1][C:2]([F:31])([C:27]([F:30])([F:29])[F:28])[CH2:3][CH2:4][CH2:5][O:6][C:7]1[CH:26]=[CH:25][C:10]([C:11]([O:13][C:14]2[CH:19]=[CH:18][C:17](/[CH:20]=[CH:21]/[C:22]([O-:24])=[O:23])=[CH:16][CH:15]=2)=[O:12])=[CH:9][CH:8]=1.CCCCCC.FC(F)(F)CCCOC1C=CC(C(OC2C=CC(/C=C/C(O[CH2:62][CH2:63][C:64]3[CH:69]=[CH:68][C:67]([NH2:70])=[CH:66][C:65]=3[NH2:71])=O)=CC=2)=O)=CC=1. Given the product [F:1][C:2]([F:31])([C:27]([F:28])([F:29])[F:30])[CH2:3][CH2:4][CH2:5][O:6][C:7]1[CH:26]=[CH:25][C:10]([C:11]([O:13][C:14]2[CH:19]=[CH:18][C:17](/[CH:20]=[CH:21]/[C:22]([O:24][CH2:62][CH2:63][C:64]3[CH:69]=[CH:68][C:67]([NH2:70])=[CH:66][C:65]=3[NH2:71])=[O:23])=[CH:16][CH:15]=2)=[O:12])=[CH:9][CH:8]=1, predict the reactants needed to synthesize it. (5) Given the product [NH2:13][C:12]1[C:11]2[C:10](=[CH:9][C:8]([C:6]3[N:7]=[C:2]([NH2:1])[N:3]=[C:4]([NH:17][CH2:18][CH2:19][C:20]4[CH:25]=[CH:24][CH:23]=[CH:22][CH:21]=4)[CH:5]=3)=[CH:15][CH:14]=2)[NH:28][N:27]=1, predict the reactants needed to synthesize it. The reactants are: [NH2:1][C:2]1[N:7]=[C:6]([C:8]2[CH:15]=[CH:14][C:11]([C:12]#[N:13])=[C:10](F)[CH:9]=2)[CH:5]=[C:4]([NH:17][CH2:18][CH2:19][C:20]2[CH:25]=[CH:24][CH:23]=[CH:22][CH:21]=2)[N:3]=1.O.[NH2:27][NH2:28].